Dataset: NCI-60 drug combinations with 297,098 pairs across 59 cell lines. Task: Regression. Given two drug SMILES strings and cell line genomic features, predict the synergy score measuring deviation from expected non-interaction effect. (1) Drug 1: CC(C)(C#N)C1=CC(=CC(=C1)CN2C=NC=N2)C(C)(C)C#N. Drug 2: CCCCCOC(=O)NC1=NC(=O)N(C=C1F)C2C(C(C(O2)C)O)O. Cell line: OVCAR-4. Synergy scores: CSS=-1.26, Synergy_ZIP=-0.770, Synergy_Bliss=-3.39, Synergy_Loewe=-1.64, Synergy_HSA=-3.11. (2) Drug 1: CC12CCC3C(C1CCC2=O)CC(=C)C4=CC(=O)C=CC34C. Drug 2: C1=CC=C(C(=C1)C(C2=CC=C(C=C2)Cl)C(Cl)Cl)Cl. Cell line: LOX IMVI. Synergy scores: CSS=40.1, Synergy_ZIP=-2.00, Synergy_Bliss=-3.36, Synergy_Loewe=-20.2, Synergy_HSA=-2.39.